This data is from Full USPTO retrosynthesis dataset with 1.9M reactions from patents (1976-2016). The task is: Predict the reactants needed to synthesize the given product. (1) The reactants are: C(OC([N:8]1[CH2:13][CH2:12][CH:11]([C:14]([O-:16])=O)[CH2:10][CH2:9]1)=O)(C)(C)C.C(Cl)C[Cl:19].C1C=NC2N(O)N=NC=2C=1.[CH:31]([N:34]1[CH2:39][CH2:38][NH:37][CH2:36][CH2:35]1)([CH3:33])[CH3:32]. Given the product [ClH:19].[ClH:19].[CH:31]([N:34]1[CH2:39][CH2:38][N:37]([C:14]([CH:11]2[CH2:10][CH2:9][NH:8][CH2:13][CH2:12]2)=[O:16])[CH2:36][CH2:35]1)([CH3:33])[CH3:32], predict the reactants needed to synthesize it. (2) The reactants are: C([O:3][C:4](=[O:32])[CH2:5][S:6][C:7]1[S:11][C:10]([NH:12][C:13]([N:15]([CH2:25][CH:26]2[CH2:31][CH2:30][CH2:29][CH2:28][CH2:27]2)[C:16]2[CH:21]=[CH:20][C:19]([F:22])=[C:18]([F:23])[C:17]=2[F:24])=[O:14])=[N:9][CH:8]=1)C.C1(N(C2C=CC(S(C)(=O)=O)=CC=2)C(=O)N(C)C2SC=C(CC(O)=O)N=2)CCCC1.CN(CC1CCCCC1)C1C=CC(F)=C(F)C=1F.C(OC(=O)CSC1SC(N)=NC=1)C. Given the product [CH:26]1([CH2:25][N:15]([C:16]2[CH:21]=[CH:20][C:19]([F:22])=[C:18]([F:23])[C:17]=2[F:24])[C:13](=[O:14])[NH:12][C:10]2[S:11][C:7]([S:6][CH2:5][C:4]([OH:32])=[O:3])=[CH:8][N:9]=2)[CH2:31][CH2:30][CH2:29][CH2:28][CH2:27]1, predict the reactants needed to synthesize it. (3) Given the product [CH3:61][Si:60]([CH3:63])([CH3:62])[C:3]1[CH:4]=[CH:5][CH:1]([C:6]([C:36]2[CH:37]=[CH:38][CH:39]=[CH:40][CH:41]=2)([C:42]2[CH:43]=[CH:44][CH:45]=[CH:46][CH:47]=2)[CH:7]2[CH2:31][C:30]([CH3:32])([CH3:33])[C:10]3[CH:11]=[C:12]4[C:20](=[CH:21][C:9]=3[C:8]2([CH3:34])[CH3:35])[CH2:19][C:18]2[CH:17]=[C:16]3[C:22]([CH3:29])([CH3:28])[CH2:23][CH2:24][C:25]([CH3:27])([CH3:26])[C:15]3=[CH:14][C:13]4=2)[CH:2]=1, predict the reactants needed to synthesize it. The reactants are: [CH:1]1([C:6]([C:42]2[CH:47]=[CH:46][CH:45]=[CH:44][CH:43]=2)([C:36]2[CH:41]=[CH:40][CH:39]=[CH:38][CH:37]=2)[CH:7]2[CH2:31][C:30]([CH3:33])([CH3:32])[C:10]3[CH:11]=[C:12]4[C:20](=[CH:21][C:9]=3[C:8]2([CH3:35])[CH3:34])[CH2:19][C:18]2[CH:17]=[C:16]3[C:22]([CH3:29])([CH3:28])[CH2:23][CH2:24][C:25]([CH3:27])([CH3:26])[C:15]3=[CH:14][C:13]4=2)[CH:5]=[CH:4][CH:3]=[CH:2]1.CCCCCC.[Li]CCCC.Cl[Si:60]([CH3:63])([CH3:62])[CH3:61].